From a dataset of Peptide-MHC class I binding affinity with 185,985 pairs from IEDB/IMGT. Regression. Given a peptide amino acid sequence and an MHC pseudo amino acid sequence, predict their binding affinity value. This is MHC class I binding data. (1) The peptide sequence is SRKASNTIL. The MHC is HLA-A02:11 with pseudo-sequence HLA-A02:11. The binding affinity (normalized) is 0.0847. (2) The peptide sequence is RPNITSTAL. The MHC is HLA-B35:01 with pseudo-sequence HLA-B35:01. The binding affinity (normalized) is 0.797. (3) The peptide sequence is PTAYNKAPF. The MHC is SLA-10401 with pseudo-sequence SLA-10401. The binding affinity (normalized) is 0.388. (4) The peptide sequence is VYTNAIQYV. The MHC is HLA-B51:01 with pseudo-sequence HLA-B51:01. The binding affinity (normalized) is 0.213.